From a dataset of Forward reaction prediction with 1.9M reactions from USPTO patents (1976-2016). Predict the product of the given reaction. (1) Given the reactants [CH3:1][O:2][C:3]1[CH:8]=[CH:7][CH:6]=[CH:5][C:4]=1[C:9]1[CH:14]=[CH:13][CH:12]=[C:11]([C:15]([OH:17])=O)[CH:10]=1.C(Cl)(=O)C(Cl)=O.FC(F)(F)C([O-])=O.[F:31][C:32]([F:55])([F:54])[O:33][C:34]1[CH:39]=[CH:38][C:37]([N:40]2[CH:44]=[N:43][C:42]([C:45]3[CH:50]=[CH:49][C:48]([CH2:51][CH2:52][NH3+:53])=[CH:47][CH:46]=3)=[N:41]2)=[CH:36][CH:35]=1.C(N(C(C)C)CC)(C)C, predict the reaction product. The product is: [CH3:1][O:2][C:3]1[CH:8]=[CH:7][CH:6]=[CH:5][C:4]=1[C:9]1[CH:14]=[CH:13][CH:12]=[C:11]([C:15]([NH:53][CH2:52][CH2:51][C:48]2[CH:49]=[CH:50][C:45]([C:42]3[N:43]=[CH:44][N:40]([C:37]4[CH:38]=[CH:39][C:34]([O:33][C:32]([F:31])([F:55])[F:54])=[CH:35][CH:36]=4)[N:41]=3)=[CH:46][CH:47]=2)=[O:17])[CH:10]=1. (2) Given the reactants Br[C:2]1[C:3]([N:8]2[CH2:13][CH2:12][NH:11][CH2:10][CH2:9]2)=[N:4][CH:5]=[CH:6][CH:7]=1.C(=O)([O-])[O-].[Na+].[Na+].[C:20]1(B(O)O)[CH:25]=[CH:24][CH:23]=[CH:22][CH:21]=1, predict the reaction product. The product is: [C:20]1([C:2]2[C:3]([N:8]3[CH2:13][CH2:12][NH:11][CH2:10][CH2:9]3)=[N:4][CH:5]=[CH:6][CH:7]=2)[CH:25]=[CH:24][CH:23]=[CH:22][CH:21]=1. (3) Given the reactants [CH3:1][C:2]([CH3:20])([CH2:12][O:13][CH:14]1[CH2:19][CH2:18][CH2:17][CH2:16][O:15]1)[C:3](=[O:11])[CH2:4][C:5](=[O:10])[C:6]([O:8]C)=O.[Br:21][C:22]1[CH:28]=[CH:27][C:25]([NH2:26])=[CH:24][CH:23]=1.[CH3:29][O:30][C:31]1[CH:38]=[CH:37][CH:36]=[CH:35][C:32]=1[CH:33]=O.C(O)(=O)C, predict the reaction product. The product is: [Br:21][C:22]1[CH:28]=[CH:27][C:25]([N:26]2[CH:33]([C:32]3[CH:35]=[CH:36][CH:37]=[CH:38][C:31]=3[O:30][CH3:29])[C:4]([C:3](=[O:11])[C:2]([CH3:1])([CH3:20])[CH2:12][O:13][CH:14]3[CH2:19][CH2:18][CH2:17][CH2:16][O:15]3)=[C:5]([OH:10])[C:6]2=[O:8])=[CH:24][CH:23]=1. (4) Given the reactants [C:1]([C:5]1[CH:23]=[C:8]2[N:9]=[C:10]([CH3:22])[C:11]([CH:14]([CH2:19][CH2:20][CH3:21])[C:15]([O:17][CH3:18])=[O:16])=[C:12](Cl)[N:7]2[N:6]=1)([CH3:4])([CH3:3])[CH3:2].[CH3:24][N:25]1[C:33]2[C:28](=[CH:29][C:30](B3OC(C)(C)C(C)(C)O3)=[CH:31][CH:32]=2)[CH2:27][CH2:26]1.C(N(C(C)C)CC)(C)C, predict the reaction product. The product is: [C:1]([C:5]1[CH:23]=[C:8]2[N:9]=[C:10]([CH3:22])[C:11]([CH:14]([CH2:19][CH2:20][CH3:21])[C:15]([O:17][CH3:18])=[O:16])=[C:12]([C:30]3[CH:29]=[C:28]4[C:33](=[CH:32][CH:31]=3)[N:25]([CH3:24])[CH2:26][CH2:27]4)[N:7]2[N:6]=1)([CH3:4])([CH3:3])[CH3:2]. (5) Given the reactants [Br:1][C:2]1[CH:11]=[C:10]2[C:5]([CH2:6][CH2:7][N:8]([C:17](=[O:34])[C:18]([N:20]([CH3:33])[C:21]([CH3:32])([CH2:23][CH2:24][C:25]#[C:26][C:27]3[S:28][CH:29]=[CH:30][CH:31]=3)[CH3:22])=[O:19])[CH:9]2[C:12]([O:14]CC)=[O:13])=[CH:4][C:3]=1[O:35][CH3:36].[OH-].[K+].Cl, predict the reaction product. The product is: [Br:1][C:2]1[CH:11]=[C:10]2[C:5]([CH2:6][CH2:7][N:8]([C:17](=[O:34])[C:18]([N:20]([CH3:33])[C:21]([CH3:22])([CH2:23][CH2:24][C:25]#[C:26][C:27]3[S:28][CH:29]=[CH:30][CH:31]=3)[CH3:32])=[O:19])[CH:9]2[C:12]([OH:14])=[O:13])=[CH:4][C:3]=1[O:35][CH3:36]. (6) Given the reactants [Cl:1][C:2]1[CH:7]=[CH:6][C:5]([CH:8](I)[CH2:9][S:10]([C:13]2[CH:19]=[CH:18][C:16]([CH3:17])=[CH:15][CH:14]=2)(=[O:12])=[O:11])=[CH:4][CH:3]=1.CCN(CC)CC, predict the reaction product. The product is: [Cl:1][C:2]1[CH:7]=[CH:6][C:5](/[CH:8]=[CH:9]/[S:10]([C:13]2[CH:14]=[CH:15][C:16]([CH3:17])=[CH:18][CH:19]=2)(=[O:11])=[O:12])=[CH:4][CH:3]=1.